This data is from Forward reaction prediction with 1.9M reactions from USPTO patents (1976-2016). The task is: Predict the product of the given reaction. (1) Given the reactants [C:1]([CH2:4][CH2:5][NH:6][C:7]([C:9]1[N:13]([CH2:14][CH:15]([CH3:17])[CH3:16])[CH:12]=[C:11]([NH:18][C:19]([C:21]2[NH:22][C:23]3[C:28]([CH:29]=2)=[CH:27][C:26]([NH:30][C:31](=[O:35])[CH2:32][CH2:33][NH2:34])=[CH:25][CH:24]=3)=[O:20])[CH:10]=1)=[O:8])(=[NH:3])[NH2:2].Cl.[N:37]1([C:42](N)=[NH:43])C=CC=N1, predict the reaction product. The product is: [C:1]([CH2:4][CH2:5][NH:6][C:7]([C:9]1[N:13]([CH2:14][CH:15]([CH3:17])[CH3:16])[CH:12]=[C:11]([NH:18][C:19]([C:21]2[NH:22][C:23]3[C:28]([CH:29]=2)=[CH:27][C:26]([NH:30][C:31](=[O:35])[CH2:32][CH2:33][NH:34][C:42]([NH2:43])=[NH:37])=[CH:25][CH:24]=3)=[O:20])[CH:10]=1)=[O:8])(=[NH:2])[NH2:3]. (2) Given the reactants Br[C:2]1[CH:7]=[CH:6][C:5]([OH:8])=[CH:4][C:3]=1[CH3:9].[CH3:10][C:11]1([CH3:27])[C:15]([CH3:17])([CH3:16])[O:14][B:13]([B:13]2[O:14][C:15]([CH3:17])([CH3:16])[C:11]([CH3:27])([CH3:10])[O:12]2)[O:12]1.ClCCl.C([O-])(=O)C.[K+], predict the reaction product. The product is: [CH3:9][C:3]1[CH:4]=[C:5]([OH:8])[CH:6]=[CH:7][C:2]=1[B:13]1[O:14][C:15]([CH3:17])([CH3:16])[C:11]([CH3:27])([CH3:10])[O:12]1. (3) Given the reactants [C:1]([C:3]1[N:8]=[C:7]2[N:9]([CH2:17][C:18]([CH3:21])([CH3:20])[CH3:19])[N:10]([CH2:13][C:14](O)=[O:15])[C:11](=[O:12])[C:6]2=[CH:5][N:4]=1)#[N:2].[CH3:22][N:23]([CH3:27])[CH2:24][CH2:25][NH2:26].ON1C2C=CC=CC=2N=N1.Cl.C(N=C=NCCCN(C)C)C.C(=O)([O-])O.[Na+], predict the reaction product. The product is: [C:1]([C:3]1[N:8]=[C:7]2[N:9]([CH2:17][C:18]([CH3:21])([CH3:20])[CH3:19])[N:10]([CH2:13][C:14]([NH:26][CH2:25][CH2:24][N:23]([CH3:27])[CH3:22])=[O:15])[C:11](=[O:12])[C:6]2=[CH:5][N:4]=1)#[N:2]. (4) The product is: [CH2:22]([N:9]1[C:10]2[C:6](=[CH:5][CH:4]=[C:3]([O:2][CH3:1])[CH:11]=2)[CH:7]=[C:8]1[C:12]([O:14][CH3:15])=[O:13])[C:23]1[CH:28]=[CH:27][CH:26]=[CH:25][CH:24]=1. Given the reactants [CH3:1][O:2][C:3]1[CH:11]=[C:10]2[C:6]([CH:7]=[C:8]([C:12]([O:14][CH3:15])=[O:13])[NH:9]2)=[CH:5][CH:4]=1.C([O-])([O-])=O.[K+].[K+].[CH2:22](Br)[C:23]1[CH:28]=[CH:27][CH:26]=[CH:25][CH:24]=1, predict the reaction product.